This data is from Catalyst prediction with 721,799 reactions and 888 catalyst types from USPTO. The task is: Predict which catalyst facilitates the given reaction. Reactant: [CH2:1]([O:8][C:9]1[CH:14]=[CH:13][C:12]([C@@H:15]([O:38][Si](CC)(CC)CC)[CH2:16][NH:17][C@@H:18]([CH2:21][C:22]2[CH:27]=[CH:26][C:25]([O:28][C:29]3[N:34]4[CH:35]=[CH:36][N:37]=[C:33]4[CH:32]=[CH:31][CH:30]=3)=[CH:24][CH:23]=2)[CH2:19][OH:20])=[CH:11][C:10]=1[NH:46][S:47]([CH3:50])(=[O:49])=[O:48])[C:2]1[CH:7]=[CH:6][CH:5]=[CH:4][CH:3]=1.[F-].C([N+](CCCC)(CCCC)CCCC)CCC. Product: [CH2:1]([O:8][C:9]1[CH:14]=[CH:13][C:12]([C@@H:15]([OH:38])[CH2:16][NH:17][C@@H:18]([CH2:21][C:22]2[CH:27]=[CH:26][C:25]([O:28][C:29]3[N:34]4[CH:35]=[CH:36][N:37]=[C:33]4[CH:32]=[CH:31][CH:30]=3)=[CH:24][CH:23]=2)[CH2:19][OH:20])=[CH:11][C:10]=1[NH:46][S:47]([CH3:50])(=[O:48])=[O:49])[C:2]1[CH:7]=[CH:6][CH:5]=[CH:4][CH:3]=1. The catalyst class is: 54.